Dataset: Reaction yield outcomes from USPTO patents with 853,638 reactions. Task: Predict the reaction yield, written as a fraction of the theoretical maximum amount of product (1.0 means a 100% yield; for example, 0.34 means a 34% yield). (1) The reactants are [Cl:1][C:2]1[CH:11]=[CH:10][C:9]2[CH2:8][CH:7]([CH2:12]SC)[N:6]3[C:15]4[CH:16]=[CH:17][CH:18]=[C:19]([F:22])[C:20]=4[CH:21]=[C:5]3[C:4]=2[N:3]=1.O[O:24][S:25]([O-:27])=O.[K+].[CH3:29]O. The catalyst is O. The product is [Cl:1][C:2]1[CH:11]=[CH:10][C:9]2[CH2:8][CH:7]([CH2:12][S:25]([CH3:29])(=[O:27])=[O:24])[N:6]3[C:15]4[CH:16]=[CH:17][CH:18]=[C:19]([F:22])[C:20]=4[CH:21]=[C:5]3[C:4]=2[N:3]=1. The yield is 0.640. (2) The reactants are [C:1]1([CH2:7][C:8](=[O:12])[C:9]([OH:11])=[O:10])[CH:6]=[CH:5][CH:4]=[CH:3][CH:2]=1.[Br:13]Br. The catalyst is CC(O)=O. The product is [Br:13][CH:7]([C:1]1[CH:6]=[CH:5][CH:4]=[CH:3][CH:2]=1)[C:8](=[O:12])[C:9]([OH:11])=[O:10]. The yield is 0.110. (3) The reactants are [Li+].CC(O[Al-](OC(C)(C)C)OC(C)(C)C)(C)C.[C:18]1([C:27](OCC)=[O:28])([C:22]([O:24][CH2:25][CH3:26])=[O:23])[CH2:21][CH2:20][CH2:19]1.OS([O-])(=O)=O.[K+]. The catalyst is C1COCC1.C(OCC)(=O)C. The product is [CH2:25]([O:24][C:22]([C:18]1([CH2:27][OH:28])[CH2:21][CH2:20][CH2:19]1)=[O:23])[CH3:26]. The yield is 0.630.